Dataset: Forward reaction prediction with 1.9M reactions from USPTO patents (1976-2016). Task: Predict the product of the given reaction. (1) Given the reactants [CH:1]([N:4]1[CH2:9][CH2:8][N:7]([C:10]([C:12]2[N:17]=[CH:16][C:15]([CH:18]=O)=[CH:14][CH:13]=2)=[O:11])[CH2:6][CH2:5]1)([CH3:3])[CH3:2].[NH:20]1[CH2:25][CH2:24][CH2:23][CH2:22][CH2:21]1.[BH-](OC(C)=O)(OC(C)=O)OC(C)=O.[Na+].[OH-].[Na+], predict the reaction product. The product is: [NH3:4].[CH:1]([N:4]1[CH2:9][CH2:8][N:7]([C:10]([C:12]2[CH:13]=[CH:14][C:15]([CH2:18][N:20]3[CH2:25][CH2:24][CH2:23][CH2:22][CH2:21]3)=[CH:16][N:17]=2)=[O:11])[CH2:6][CH2:5]1)([CH3:3])[CH3:2]. (2) Given the reactants [S:1]1[CH:5]=[CH:4][N:3]=[C:2]1[NH2:6].[C:7](Cl)(Cl)=[O:8].C1(C)C=CC=CC=1.[CH:18]([N:21]([CH:24]([CH3:26])C)CC)([CH3:20])C.N1CCCC1, predict the reaction product. The product is: [S:1]1[CH:5]=[CH:4][N:3]=[C:2]1[NH:6][C:7]([N:21]1[CH2:18][CH2:20][CH2:26][CH2:24]1)=[O:8]. (3) Given the reactants [CH:1]1([NH2:6])[CH2:5][CH2:4][CH2:3][CH2:2]1.C1(N)CCC1.Cl[C:13]1[C:14]2[CH:33]=[CH:32][NH:31][C:15]=2[N:16]=[C:17]([NH:19][C:20]2[CH:21]=[C:22]([NH:26][S:27]([CH3:30])(=[O:29])=[O:28])[CH:23]=[CH:24][CH:25]=2)[N:18]=1.ClC1N=C(NC2C=C(NS(C)(=O)=O)C=CC=2)N=C2C=1N=CN2, predict the reaction product. The product is: [CH:1]1([NH:6][C:13]2[C:14]3[CH:33]=[CH:32][NH:31][C:15]=3[N:16]=[C:17]([NH:19][C:20]3[CH:21]=[C:22]([NH:26][S:27]([CH3:30])(=[O:29])=[O:28])[CH:23]=[CH:24][CH:25]=3)[N:18]=2)[CH2:5][CH2:4][CH2:3][CH2:2]1. (4) Given the reactants Br[C:2]1[CH:24]=[CH:23][C:5]2[N:6]=[C:7]([C:9]3[CH:14]=[CH:13][C:12]([O:15][CH2:16][CH2:17][CH2:18][CH2:19][CH2:20][CH2:21][CH3:22])=[CH:11][CH:10]=3)[S:8][C:4]=2[CH:3]=1.[Na].[CH3:26][CH2:27][CH2:28][CH2:29][CH2:30][CH2:31][CH2:32][CH2:33][CH2:34][CH2:35][CH2:36][CH2:37][SH:38], predict the reaction product. The product is: [CH2:16]([O:15][C:12]1[CH:13]=[CH:14][C:9]([C:7]2[S:8][C:4]3[CH:3]=[C:2]([S:38][CH2:37][CH2:36][CH2:35][CH2:34][CH2:33][CH2:32][CH2:31][CH2:30][CH2:29][CH2:28][CH2:27][CH3:26])[CH:24]=[CH:23][C:5]=3[N:6]=2)=[CH:10][CH:11]=1)[CH2:17][CH2:18][CH2:19][CH2:20][CH2:21][CH3:22]. (5) Given the reactants [Br:1][C:2]1[CH:3]=[C:4]([C:10]2[CH:15]=[CH:14][C:13]([CH:16]=O)=[CH:12][CH:11]=2)[CH:5]=[CH:6][C:7]=1[O:8][CH3:9].[CH2:18]([NH2:25])[C:19]1[CH:24]=[CH:23][CH:22]=[CH:21][CH:20]=1.[O-]S([O-])(=O)=O.[Mg+2], predict the reaction product. The product is: [CH2:18](/[N:25]=[CH:16]\[C:13]1[CH:14]=[CH:15][C:10]([C:4]2[CH:5]=[CH:6][C:7]([O:8][CH3:9])=[C:2]([Br:1])[CH:3]=2)=[CH:11][CH:12]=1)[C:19]1[CH:24]=[CH:23][CH:22]=[CH:21][CH:20]=1. (6) Given the reactants [NH:1]([C:8]1[N:9]([C:21]2[CH:26]=[CH:25][CH:24]=[CH:23][CH:22]=2)[C:10]2[C:15]([C:16](=[O:18])[CH:17]=1)=[CH:14][C:13](Br)=[C:12]([CH3:20])[N:11]=2)[C:2]1[CH:7]=[CH:6][CH:5]=[CH:4][CH:3]=1.[Li][CH2:28]CCC, predict the reaction product. The product is: [NH:1]([C:8]1[N:9]([C:21]2[CH:26]=[CH:25][CH:24]=[CH:23][CH:22]=2)[C:10]2[C:15]([C:16](=[O:18])[CH:17]=1)=[CH:14][C:13]([CH3:28])=[C:12]([CH3:20])[N:11]=2)[C:2]1[CH:7]=[CH:6][CH:5]=[CH:4][CH:3]=1. (7) Given the reactants Cl[C:2]1[CH:3]=[C:4]([N:13]([CH2:20][C:21]2[CH:26]=[CH:25][C:24]([O:27][CH3:28])=[CH:23][CH:22]=2)[C:14]2[CH:19]=[CH:18][CH:17]=[CH:16][CH:15]=2)[C:5]2[N:6]([C:8]([C:11]#[N:12])=[CH:9][N:10]=2)[N:7]=1.[NH2:29][C@H:30]1[CH2:35][CH2:34][CH2:33][N:32]([CH2:36][C:37]2[CH:42]=[CH:41][CH:40]=[CH:39][CH:38]=2)[CH2:31]1, predict the reaction product. The product is: [CH2:36]([N:32]1[CH2:33][CH2:34][CH2:35][C@H:30]([NH:29][C:2]2[CH:3]=[C:4]([N:13]([CH2:20][C:21]3[CH:26]=[CH:25][C:24]([O:27][CH3:28])=[CH:23][CH:22]=3)[C:14]3[CH:19]=[CH:18][CH:17]=[CH:16][CH:15]=3)[C:5]3[N:6]([C:8]([C:11]#[N:12])=[CH:9][N:10]=3)[N:7]=2)[CH2:31]1)[C:37]1[CH:38]=[CH:39][CH:40]=[CH:41][CH:42]=1.